From a dataset of Full USPTO retrosynthesis dataset with 1.9M reactions from patents (1976-2016). Predict the reactants needed to synthesize the given product. (1) Given the product [ClH:2].[ClH:1].[Cl:2][C:3]1[CH:4]=[CH:5][C:6]2[N:12]([CH2:13][C:14]([CH3:15])([CH3:16])[CH3:17])[C:11](=[O:18])[C@@H:10]([CH2:19][C:20](=[O:21])[N:55]3[CH2:60][CH2:59][NH:58][CH2:57][CH2:56]3)[O:9][C@H:8]([C:23]3[CH:28]=[CH:27][CH:26]=[C:25]([O:29][CH2:30][CH2:31][CH2:32][N:33]([CH2:35][CH2:36][CH2:37][C:38]4[CH:43]=[CH:42][CH:41]=[CH:40][C:39]=4[Cl:44])[CH3:34])[C:24]=3[O:45][CH3:46])[C:7]=2[CH:47]=1, predict the reactants needed to synthesize it. The reactants are: [ClH:1].[Cl:2][C:3]1[CH:4]=[CH:5][C:6]2[N:12]([CH2:13][C:14]([CH3:17])([CH3:16])[CH3:15])[C:11](=[O:18])[C@@H:10]([CH2:19][C:20](O)=[O:21])[O:9][C@H:8]([C:23]3[CH:28]=[CH:27][CH:26]=[C:25]([O:29][CH2:30][CH2:31][CH2:32][N:33]([CH2:35][CH2:36][CH2:37][C:38]4[CH:43]=[CH:42][CH:41]=[CH:40][C:39]=4[Cl:44])[CH3:34])[C:24]=3[O:45][CH3:46])[C:7]=2[CH:47]=1.C(OC([N:55]1[CH2:60][CH2:59][NH:58][CH2:57][CH2:56]1)=O)(C)(C)C. (2) The reactants are: CS(O[CH2:6][C:7]1[C:12]([C:13]([F:16])([F:15])[F:14])=[CH:11][C:10]([C:17](=[O:32])[NH:18][CH2:19][C:20]2[CH:25]=[C:24]([Cl:26])[CH:23]=[CH:22][C:21]=2[S:27]([CH2:30][CH3:31])(=[O:29])=[O:28])=[CH:9][C:8]=1[Cl:33])(=O)=O.[CH:34]12[CH2:47][CH:38]([N:39]1C(OC(C)(C)C)=O)[CH2:37][NH:36][CH2:35]2. Given the product [Cl:33][C:8]1[CH:9]=[C:10]([CH:11]=[C:12]([C:13]([F:16])([F:15])[F:14])[C:7]=1[CH2:6][N:36]1[CH2:35][CH:34]2[CH2:47][CH:38]([NH:39]2)[CH2:37]1)[C:17]([NH:18][CH2:19][C:20]1[CH:25]=[C:24]([Cl:26])[CH:23]=[CH:22][C:21]=1[S:27]([CH2:30][CH3:31])(=[O:28])=[O:29])=[O:32], predict the reactants needed to synthesize it.